From a dataset of Forward reaction prediction with 1.9M reactions from USPTO patents (1976-2016). Predict the product of the given reaction. (1) Given the reactants [C:1]([O:5][C:6]([NH:8][CH2:9][C:10]1([C:23](OCC=C)=O)[CH2:16][CH2:15][CH2:14][C:13]([O:17][CH2:18][CH:19]([CH3:21])[CH3:20])=[CH:12][C:11]1=[O:22])=[O:7])([CH3:4])([CH3:3])[CH3:2].[CH3:29][CH2:30]OC(C)=O, predict the reaction product. The product is: [CH2:23]([C@:10]1([CH2:9][NH:8][C:6](=[O:7])[O:5][C:1]([CH3:2])([CH3:4])[CH3:3])[CH2:16][CH2:15][CH2:14][C:13]([O:17][CH2:18][CH:19]([CH3:21])[CH3:20])=[CH:12][C:11]1=[O:22])[CH:29]=[CH2:30]. (2) Given the reactants [CH3:1][C:2]1[CH:11]=[CH:10][C:9]2[C:4](=[CH:5][CH:6]=[C:7]([CH3:12])[CH:8]=2)[N:3]=1.[CH3:13][O:14][S:15]([O:18]C)(=[O:17])=[O:16], predict the reaction product. The product is: [CH3:13][O:14][S:15]([O-:18])(=[O:17])=[O:16].[CH3:13][N+:3]1[C:4]2[C:9](=[CH:8][C:7]([CH3:12])=[CH:6][CH:5]=2)[CH:10]=[CH:11][C:2]=1[CH3:1].